Dataset: Experimentally validated miRNA-target interactions with 360,000+ pairs, plus equal number of negative samples. Task: Binary Classification. Given a miRNA mature sequence and a target amino acid sequence, predict their likelihood of interaction. (1) Result: 0 (no interaction). The miRNA is mmu-miR-3094-5p with sequence UGUUGGGGACAUUUUUAAAGC. The protein sequence of the target gene is MNGGKECDGGDKEGGLAAIQVPVGWQRRVDHNGVLYISPSGSLLSCLDQVKTYLLTDGTCKCGLECPLILPKVFNFDPGAAVKQRTAEDVKADDDVTKLCIHKRKIIAVATLHQSMEAPHPSLVLTSPGGGTNATPVVPSRAATPRSVRNKSHEGITNSVMPECKNPFKLMTGSSNAMGRLYMQDLPGSQQQELHPVYPRQRLGSSEHGQKSPFRGSHGGLPSPASSGSQIYGDGSISPRTDPLGSPDVFTRNNPGFHGAPNSSPIHLNRTPLSPPSVMLHGSPVQSSCAMAGRTNIPLS.... (2) Result: 0 (no interaction). The protein sequence of the target gene is MASPEPRRGGDGAAQAARKTRVEANSPLPKNSGSLNEAEALNPEVTLSSEGSLNLEDILYLEDTGDLDETLYVQETEKAEEALYIEEAMQPDEALHVEEPGNPEETVCVEETTEPDRIQFVEGPVEPGKPTSPEHVVYEGETVTRAEKSNPEESLRAEQSPSMEENLSIEDLELLEGRFQQCVQAVAQLEEERDQLIHELVLLREPALQEVQQVHQDILAAYKLHAQAELERDGLREEIRLVKQKLFKVTKECVAYQYQLECRQQDVAQFADFREVLTTRATQLSEELAQLRDAYQKQKE.... The miRNA is hsa-miR-665 with sequence ACCAGGAGGCUGAGGCCCCU. (3) The miRNA is mmu-miR-693-5p with sequence CAGCCACAUCCGAAAGUUUUC. The protein sequence of the target gene is MNPFHASCWNTSAELLNKSWNKEFAYQTASVVDTVILPSMIGIICSTGLVGNILIVFTIIRSRKKTVPDIYICNLAVADLVHIVGMPFLIHQWARGGEWVFGGPLCTIITSLDTCNQFACSAIMTVMSVDRYFALVQPFRLTRWRTRYKTIRINLGLWAASFILALPVWVYSKVIKFKDGVESCAFDLTSPDDVLWYTLYLTITTFFFPLPLILVCYILILCYTWEMYQQNKDARCCNPSVPKQRVMKLTKMVLVLVVVFILSAAPYHVIQLVNLQMEQPTLAFYVGYYLSICLSYASSS.... Result: 0 (no interaction). (4) The miRNA is rno-miR-30b-5p with sequence UGUAAACAUCCUACACUCAGCU. The protein sequence of the target gene is MAAWKSWTALRLCATVVVLDMVVCKGFVEDLDESFKENRNDDIWLVDFYAPWCGHCKKLEPIWNEVGLEMKSIGSPVKVGKMDATSYSSIASEFGVRGYPTIKLLKGDLAYNYRGPRTKDDIIEFAHRVSGALIRPLPSQQMFEHMQKRHRVFFVYVGGESPLKEKYIDAASELIVYTYFFSASEEVVPEYVTLKEMPAVLVFKDETYFVYDEYEDGDLSSWINRERFQNYLAMDGFLLYELGDTGKLVALAVIDEKNTSVEHTRLKSIIQEVARDYRDLFHRDFQFGHMDGNDYINTLL.... Result: 0 (no interaction). (5) The miRNA is hsa-miR-106a-3p with sequence CUGCAAUGUAAGCACUUCUUAC. The protein sequence of the target gene is MTVVSVPQREPLVLGGRLAPLGFSSRGYFGALPMVTTAPPPLPRIPDPRALPPTLFLPHFLGGDGPCLTPQPRAPAALPNRSLAVAGGTPRAAPKKRRKKKVRASPAGQLPSRFHQYQQHRPSLEGGRSPATGPSGAQEVPGPAAALAPSPAAAAGTEGASPDLAPLRPAAPGQTPLRKEVLKSKMGKSEKIALPHGQLVHGIHLYEQPKINRQKSKYNLPLTKITSAKRNENNFWQDSVSSDRIQKQEKKPFKNTENIKNSHLKKSAFLTEVSQKENYAGAKFSDPPSPSVLPKPPSHW.... Result: 1 (interaction).